Dataset: Reaction yield outcomes from USPTO patents with 853,638 reactions. Task: Predict the reaction yield, written as a fraction of the theoretical maximum amount of product (1.0 means a 100% yield; for example, 0.34 means a 34% yield). The product is [C:13]([C:5]1[C:4]([N+:1]([O-:3])=[O:2])=[CH:12][CH:11]=[CH:10][C:6]=1[C:7]([O:9][CH3:16])=[O:8])([OH:15])=[O:14]. The reactants are [N+:1]([C:4]1[CH:12]=[CH:11][CH:10]=[C:6]([C:7]([OH:9])=[O:8])[C:5]=1[C:13]([OH:15])=[O:14])([O-:3])=[O:2].[CH:16]([O-])([O-])OC.S(=O)(=O)(O)O. The yield is 0.820. The catalyst is CO.